From a dataset of NCI-60 drug combinations with 297,098 pairs across 59 cell lines. Regression. Given two drug SMILES strings and cell line genomic features, predict the synergy score measuring deviation from expected non-interaction effect. (1) Drug 2: C1CCC(C(C1)N)N.C(=O)(C(=O)[O-])[O-].[Pt+4]. Cell line: SW-620. Synergy scores: CSS=7.04, Synergy_ZIP=-13.3, Synergy_Bliss=-18.8, Synergy_Loewe=-29.9, Synergy_HSA=-19.7. Drug 1: C1CNP(=O)(OC1)N(CCCl)CCCl. (2) Cell line: NCI/ADR-RES. Synergy scores: CSS=24.5, Synergy_ZIP=1.11, Synergy_Bliss=2.96, Synergy_Loewe=-23.4, Synergy_HSA=0.331. Drug 2: C(CC(=O)O)C(=O)CN.Cl. Drug 1: C1=NC2=C(N1)C(=S)N=CN2. (3) Drug 1: CS(=O)(=O)C1=CC(=C(C=C1)C(=O)NC2=CC(=C(C=C2)Cl)C3=CC=CC=N3)Cl. Drug 2: CN1CCC(CC1)COC2=C(C=C3C(=C2)N=CN=C3NC4=C(C=C(C=C4)Br)F)OC. Cell line: UO-31. Synergy scores: CSS=42.1, Synergy_ZIP=-4.05, Synergy_Bliss=0.187, Synergy_Loewe=2.95, Synergy_HSA=3.44. (4) Drug 1: COC1=CC(=CC(=C1O)OC)C2C3C(COC3=O)C(C4=CC5=C(C=C24)OCO5)OC6C(C(C7C(O6)COC(O7)C8=CC=CS8)O)O. Drug 2: C1=CC=C(C(=C1)C(C2=CC=C(C=C2)Cl)C(Cl)Cl)Cl. Cell line: LOX IMVI. Synergy scores: CSS=33.5, Synergy_ZIP=0.941, Synergy_Bliss=0.619, Synergy_Loewe=-25.9, Synergy_HSA=1.96. (5) Drug 1: C1=NC2=C(N1)C(=S)N=CN2. Drug 2: COCCOC1=C(C=C2C(=C1)C(=NC=N2)NC3=CC=CC(=C3)C#C)OCCOC.Cl. Cell line: RXF 393. Synergy scores: CSS=26.7, Synergy_ZIP=-9.49, Synergy_Bliss=0.124, Synergy_Loewe=-7.66, Synergy_HSA=0.682. (6) Drug 1: C1CC(=O)NC(=O)C1N2CC3=C(C2=O)C=CC=C3N. Drug 2: N.N.Cl[Pt+2]Cl. Cell line: NCI-H460. Synergy scores: CSS=3.47, Synergy_ZIP=-0.875, Synergy_Bliss=0.439, Synergy_Loewe=0.540, Synergy_HSA=-0.605. (7) Drug 1: CC1CCC2CC(C(=CC=CC=CC(CC(C(=O)C(C(C(=CC(C(=O)CC(OC(=O)C3CCCCN3C(=O)C(=O)C1(O2)O)C(C)CC4CCC(C(C4)OC)O)C)C)O)OC)C)C)C)OC. Drug 2: CC(C)NC(=O)C1=CC=C(C=C1)CNNC.Cl. Cell line: SNB-19. Synergy scores: CSS=20.2, Synergy_ZIP=-1.53, Synergy_Bliss=5.97, Synergy_Loewe=-13.4, Synergy_HSA=3.27. (8) Drug 1: CC(C1=C(C=CC(=C1Cl)F)Cl)OC2=C(N=CC(=C2)C3=CN(N=C3)C4CCNCC4)N. Drug 2: C1CN1P(=S)(N2CC2)N3CC3. Cell line: BT-549. Synergy scores: CSS=-5.46, Synergy_ZIP=-1.40, Synergy_Bliss=-1.47, Synergy_Loewe=-6.27, Synergy_HSA=-5.44.